From a dataset of Catalyst prediction with 721,799 reactions and 888 catalyst types from USPTO. Predict which catalyst facilitates the given reaction. (1) Reactant: Cl.Cl.[CH2:3]([O:6][C@H:7]1[CH2:12][CH2:11][C@H:10]([N:13]2[CH2:18][CH2:17][CH:16]([NH2:19])[CH2:15][CH2:14]2)[CH2:9][CH2:8]1)[CH2:4][CH3:5].C(N(C(C)C)CC)(C)C.[Cl:29][C:30]1[CH:35]=[C:34]([N+:36]([O-:38])=[O:37])[C:33](F)=[CH:32][C:31]=1[CH3:40]. Product: [Cl:29][C:30]1[C:31]([CH3:40])=[CH:32][C:33]([NH:19][CH:16]2[CH2:15][CH2:14][N:13]([C@H:10]3[CH2:9][CH2:8][C@@H:7]([O:6][CH2:3][CH2:4][CH3:5])[CH2:12][CH2:11]3)[CH2:18][CH2:17]2)=[C:34]([N+:36]([O-:38])=[O:37])[CH:35]=1. The catalyst class is: 9. (2) Reactant: Br[C:2]1[CH:3]=[C:4]([CH:7]=[O:8])[S:5][CH:6]=1.[B:9]1([B:9]2[O:13][C:12]([CH3:15])([CH3:14])[C:11]([CH3:17])([CH3:16])[O:10]2)[O:13][C:12]([CH3:15])([CH3:14])[C:11]([CH3:17])([CH3:16])[O:10]1.CC([O-])=O.[K+]. Product: [CH3:16][C:11]1([CH3:17])[C:12]([CH3:15])([CH3:14])[O:13][B:9]([C:2]2[CH:3]=[C:4]([CH:7]=[O:8])[S:5][CH:6]=2)[O:10]1. The catalyst class is: 57. (3) Reactant: [CH3:1][C:2]([C:4]1[CH:9]=[CH:8][C:7]([Br:10])=[CH:6][CH:5]=1)=[O:3].B1(C)OC(C2C=CC=CC=2)(C2C=CC=CC=2)[C@H]2N1CCC2.CO. Product: [Br:10][C:7]1[CH:8]=[CH:9][C:4]([C@H:2]([OH:3])[CH3:1])=[CH:5][CH:6]=1. The catalyst class is: 46.